This data is from Full USPTO retrosynthesis dataset with 1.9M reactions from patents (1976-2016). The task is: Predict the reactants needed to synthesize the given product. (1) Given the product [F:1][C:2]1[CH:3]=[C:4]([CH:15]=[C:16]([F:18])[CH:17]=1)[O:5][C:6]1[CH:11]=[CH:10][C:9]([CH2:12][O:13][C:20]2[CH:30]=[C:24]3[N:25]([CH3:29])[CH2:26][CH2:27][CH2:28][N:23]3[C:22](=[O:31])[N:21]=2)=[CH:8][C:7]=1[F:14], predict the reactants needed to synthesize it. The reactants are: [F:1][C:2]1[CH:3]=[C:4]([CH:15]=[C:16]([F:18])[CH:17]=1)[O:5][C:6]1[CH:11]=[CH:10][C:9]([CH2:12][OH:13])=[CH:8][C:7]=1[F:14].Cl[C:20]1[CH:30]=[C:24]2[N:25]([CH3:29])[CH2:26][CH2:27][CH2:28][N:23]2[C:22](=[O:31])[N:21]=1. (2) Given the product [CH2:11]([Si:10]([CH2:15][CH3:16])([CH2:13][CH3:14])[O:4][CH2:1][C:2]#[CH:3])[CH3:12], predict the reactants needed to synthesize it. The reactants are: [CH2:1]([OH:4])[C:2]#[CH:3].N1C=CN=C1.[Si:10](Cl)([CH2:15][CH3:16])([CH2:13][CH3:14])[CH2:11][CH3:12].